This data is from Catalyst prediction with 721,799 reactions and 888 catalyst types from USPTO. The task is: Predict which catalyst facilitates the given reaction. (1) Reactant: [OH:1][C:2]1[CH:3]=[CH:4][CH:5]=[C:6]2[C:11]=1[N:10]=[C:9]([CH3:12])[CH:8]=[CH:7]2.[S:13](O[S:13]([C:16]([F:19])([F:18])[F:17])(=[O:15])=[O:14])([C:16]([F:19])([F:18])[F:17])(=[O:15])=[O:14]. Product: [F:17][C:16]([F:19])([F:18])[S:13]([O:1][C:2]1[CH:3]=[CH:4][CH:5]=[C:6]2[C:11]=1[N:10]=[C:9]([CH3:12])[CH:8]=[CH:7]2)(=[O:15])=[O:14]. The catalyst class is: 2. (2) Reactant: [C:1]([N:4]1[CH2:9][CH2:8][CH:7]([CH2:10][N:11]2[CH2:16][CH2:15][O:14][CH:13]([C:17](OC(C)(C)C)=O)[CH:12]2CN)[CH2:6][CH2:5]1)(=[O:3])[CH3:2].FC(F)(F)C(O)=O.[NH2:33][C:34]1[C:42]2[CH2:41][CH2:40][O:39][C:38]=2[C:37]([C:43](O)=[O:44])=[CH:36][C:35]=1[Cl:46].O.C[N:49](C=O)C. Product: [C:1]([N:4]1[CH2:5][CH2:6][CH:7]([CH2:10][N:11]2[CH2:16][CH2:15][O:14][CH:13]([CH2:17][NH:49][C:43]([C:37]3[C:38]4[O:39][CH2:40][CH2:41][C:42]=4[C:34]([NH2:33])=[C:35]([Cl:46])[CH:36]=3)=[O:44])[CH2:12]2)[CH2:8][CH2:9]1)(=[O:3])[CH3:2]. The catalyst class is: 2. (3) Reactant: [Cl:1][C:2]1[CH:3]=[C:4]([CH2:9][C:10]([OH:12])=[O:11])[CH:5]=[C:6]([OH:8])[CH:7]=1.[CH3:13][S:14]([C:17]1[CH:22]=[CH:21][C:20](F)=[C:19]([Cl:24])[CH:18]=1)(=[O:16])=[O:15].C(=O)([O-])[O-].[Cs+].[Cs+].CN1C(=O)CCC1. Product: [Cl:1][C:2]1[CH:3]=[C:4]([CH2:9][C:10]([OH:12])=[O:11])[CH:5]=[C:6]([O:8][C:20]2[CH:21]=[CH:22][C:17]([S:14]([CH3:13])(=[O:16])=[O:15])=[CH:18][C:19]=2[Cl:24])[CH:7]=1. The catalyst class is: 74. (4) Reactant: C(OC(=O)[NH:7][CH2:8][CH:9]([C:37]1[CH:42]=[CH:41][C:40]([Cl:43])=[CH:39][CH:38]=1)[C:10]([N:12]1[CH2:17][CH2:16][N:15]([C:18]2[C:19]3[C:26]([CH3:27])=[CH:25][N:24]([S:28]([C:31]4[CH:36]=[CH:35][CH:34]=[CH:33][CH:32]=4)(=[O:30])=[O:29])[C:20]=3[N:21]=[CH:22][N:23]=2)[CH2:14][CH2:13]1)=[O:11])(C)(C)C.Cl.O. Product: [NH2:7][CH2:8][CH:9]([C:37]1[CH:38]=[CH:39][C:40]([Cl:43])=[CH:41][CH:42]=1)[C:10]([N:12]1[CH2:13][CH2:14][N:15]([C:18]2[C:19]3[C:26]([CH3:27])=[CH:25][N:24]([S:28]([C:31]4[CH:36]=[CH:35][CH:34]=[CH:33][CH:32]=4)(=[O:30])=[O:29])[C:20]=3[N:21]=[CH:22][N:23]=2)[CH2:16][CH2:17]1)=[O:11]. The catalyst class is: 472. (5) Reactant: [CH3:1][O:2][C:3]1[CH:28]=[CH:27][C:6]([CH2:7][O:8][C:9]2[CH:10]=[CH:11][C:12]([N+:24]([O-])=O)=[C:13]([CH2:15][NH:16][C:17](=[O:23])[O:18][C:19]([CH3:22])([CH3:21])[CH3:20])[CH:14]=2)=[CH:5][CH:4]=1.[Cl-].[NH4+]. Product: [NH2:24][C:12]1[CH:11]=[CH:10][C:9]([O:8][CH2:7][C:6]2[CH:27]=[CH:28][C:3]([O:2][CH3:1])=[CH:4][CH:5]=2)=[CH:14][C:13]=1[CH2:15][NH:16][C:17](=[O:23])[O:18][C:19]([CH3:21])([CH3:20])[CH3:22]. The catalyst class is: 190. (6) Product: [Cl:15][C:16]1[CH:17]=[C:18]([CH:21]=[CH:22][C:23]=1[F:24])[CH2:19][N:6]1[CH2:5][CH2:4][CH2:3][CH2:2][C:1]1=[O:7]. Reactant: [C:1]1(=[O:7])[NH:6][CH2:5][CH2:4][CH2:3][CH2:2]1.C1COCC1.[H-].[Na+].[Cl:15][C:16]1[CH:17]=[C:18]([CH:21]=[CH:22][C:23]=1[F:24])[CH2:19]Br. The catalyst class is: 60. (7) Reactant: [CH3:1][O:2][C:3]1[CH:4]=[C:5]2[C:10](=[CH:11][C:12]=1[O:13][CH:14]([C:20](OCC)=[O:21])[C:15](OCC)=[O:16])[N:9]=[CH:8][CH:7]=[C:6]2[O:25][C:26]1[C:27]([CH3:36])=[N:28][C:29]2[C:34]([CH:35]=1)=[CH:33][CH:32]=[CH:31][CH:30]=2.[H-].[Al+3].[Li+].[H-].[H-].[H-].O. Product: [CH3:1][O:2][C:3]1[CH:4]=[C:5]2[C:10](=[CH:11][C:12]=1[O:13][CH:14]([CH2:20][OH:21])[CH2:15][OH:16])[N:9]=[CH:8][CH:7]=[C:6]2[O:25][C:26]1[C:27]([CH3:36])=[N:28][C:29]2[C:34]([CH:35]=1)=[CH:33][CH:32]=[CH:31][CH:30]=2. The catalyst class is: 7. (8) Reactant: CC[C@H]([C@H](CN(C)C)C)C1C=CC=C(O)C=1.[CH2:17]([O:24][C:25]1[CH:26]=[C:27]([C:31](=[O:34])[CH2:32][CH3:33])[CH:28]=[CH:29][CH:30]=1)[C:18]1[CH:23]=[CH:22][CH:21]=[CH:20][CH:19]=1.[Cl-].[CH3:36][N+:37](=[CH2:39])[CH3:38].C(Cl)(=O)C. Product: [CH2:17]([O:24][C:25]1[CH:26]=[C:27]([C:31](=[O:34])[CH:32]([CH3:33])[CH2:39][N:37]([CH3:38])[CH3:36])[CH:28]=[CH:29][CH:30]=1)[C:18]1[CH:19]=[CH:20][CH:21]=[CH:22][CH:23]=1. The catalyst class is: 10. (9) Reactant: [F:1][CH:2]([F:12])[O:3][C:4]1[CH:11]=[CH:10][C:7]([CH:8]=O)=[CH:6][CH:5]=1.[CH3:13][C:14]([S@@:17]([NH2:19])=[O:18])([CH3:16])[CH3:15]. Product: [F:1][CH:2]([F:12])[O:3][C:4]1[CH:11]=[CH:10][C:7](/[CH:8]=[N:19]/[S@:17]([C:14]([CH3:16])([CH3:15])[CH3:13])=[O:18])=[CH:6][CH:5]=1. The catalyst class is: 220.